Dataset: Full USPTO retrosynthesis dataset with 1.9M reactions from patents (1976-2016). Task: Predict the reactants needed to synthesize the given product. Given the product [C:1]([O:4][C@@H:5]1[C@@H:18]([O:19][C:20](=[O:22])[CH3:21])[C@H:17]([O:23][C:24](=[O:26])[CH3:25])[CH2:16][S:15][C@H:6]1[O:7][C:8]1[CH:9]=[N:10][CH:11]=[C:12]([C:29]2[C:28]([F:27])=[CH:33][C:32]([O:34][CH3:35])=[CH:31][C:30]=2[F:36])[CH:13]=1)(=[O:3])[CH3:2], predict the reactants needed to synthesize it. The reactants are: [C:1]([O:4][C@@H:5]1[C@@H:18]([O:19][C:20](=[O:22])[CH3:21])[C@H:17]([O:23][C:24](=[O:26])[CH3:25])[CH2:16][S:15][C@H:6]1[O:7][C:8]1[CH:9]=[N:10][CH:11]=[C:12](Br)[CH:13]=1)(=[O:3])[CH3:2].[F:27][C:28]1[CH:33]=[C:32]([O:34][CH3:35])[CH:31]=[C:30]([F:36])[C:29]=1B(O)O.